Dataset: Catalyst prediction with 721,799 reactions and 888 catalyst types from USPTO. Task: Predict which catalyst facilitates the given reaction. (1) Reactant: [N+:1]([C:4]1[CH:5]=[C:6]([N:10]([CH2:13][C:14](=O)[CH3:15])[CH:11]=O)[CH:7]=[CH:8][CH:9]=1)([O-:3])=[O:2].C([O-])(=O)C.[NH4+:21].C(O)(=O)C. Product: [CH3:15][C:14]1[N:21]=[CH:11][N:10]([C:6]2[CH:7]=[CH:8][CH:9]=[C:4]([N+:1]([O-:3])=[O:2])[CH:5]=2)[CH:13]=1. The catalyst class is: 113. (2) Reactant: [F:1][C:2]([F:14])([F:13])[C:3]1[CH:4]=[C:5]([S:9](Cl)(=[O:11])=[O:10])[CH:6]=[CH:7][CH:8]=1.[CH2:15]([O:17][C:18](=[O:40])[C:19]1[CH:24]=[CH:23][C:22]([NH:25][C:26]([C:28]2[CH:36]=[C:35]3[C:31]([CH2:32][CH2:33][NH:34]3)=[C:30]([O:37][CH3:38])[CH:29]=2)=[O:27])=[CH:21][C:20]=1[F:39])[CH3:16].N1C=CC=CC=1. Product: [CH2:15]([O:17][C:18](=[O:40])[C:19]1[CH:24]=[CH:23][C:22]([NH:25][C:26]([C:28]2[CH:36]=[C:35]3[C:31]([CH2:32][CH2:33][N:34]3[S:9]([C:5]3[CH:6]=[CH:7][CH:8]=[C:3]([C:2]([F:14])([F:13])[F:1])[CH:4]=3)(=[O:11])=[O:10])=[C:30]([O:37][CH3:38])[CH:29]=2)=[O:27])=[CH:21][C:20]=1[F:39])[CH3:16]. The catalyst class is: 4.